This data is from Catalyst prediction with 721,799 reactions and 888 catalyst types from USPTO. The task is: Predict which catalyst facilitates the given reaction. (1) Reactant: [CH3:1][C:2]1([CH3:28])[C:6]([CH3:8])([CH3:7])[O:5][B:4]([C:9]2[CH:18]=[CH:17][C:16]3[C:11](=[CH:12][CH:13]=[C:14](B4OC(C)(C)C(C)(C)O4)[CH:15]=3)[CH:10]=2)[O:3]1.Br[C:30]1[CH:51]=[CH:50][C:33]2[NH:34][C:35]([C@@H:37]3[CH2:42][C@@H:41]4[C@@H:39]([CH2:40]4)[N:38]3[C:43]([O:45][C:46]([CH3:49])([CH3:48])[CH3:47])=[O:44])=[N:36][C:32]=2[CH:31]=1.C(=O)([O-])[O-].[Na+].[Na+]. Product: [CH3:7][C:6]1([CH3:8])[C:2]([CH3:1])([CH3:28])[O:3][B:4]([C:9]2[CH:10]=[C:11]3[C:16](=[CH:17][CH:18]=2)[CH:15]=[C:14]([C:30]2[CH:51]=[CH:50][C:33]4[N:34]=[C:35]([C@@H:37]5[CH2:42][C@@H:41]6[C@@H:39]([CH2:40]6)[N:38]5[C:43]([O:45][C:46]([CH3:47])([CH3:48])[CH3:49])=[O:44])[NH:36][C:32]=4[CH:31]=2)[CH:13]=[CH:12]3)[O:5]1. The catalyst class is: 108. (2) Reactant: Br[C:2]1[C:3]2[N:4]([CH:18]=[CH:19][N:20]=2)[N:5]=[C:6]([C:8]2[CH:17]=[CH:16][C:11]([C:12]([O:14][CH3:15])=[O:13])=[CH:10][CH:9]=2)[CH:7]=1.[CH3:21][O:22][C:23]1[CH:24]=[CH:25][C:26]([NH2:31])=[N:27][C:28]=1[O:29][CH3:30].C1C=CC(P(C2C(C3C(P(C4C=CC=CC=4)C4C=CC=CC=4)=CC=C4C=3C=CC=C4)=C3C(C=CC=C3)=CC=2)C2C=CC=CC=2)=CC=1.C([O-])([O-])=O.[Cs+].[Cs+]. Product: [CH3:21][O:22][C:23]1[CH:24]=[CH:25][C:26]([NH:31][C:2]2[C:3]3[N:4]([CH:18]=[CH:19][N:20]=3)[N:5]=[C:6]([C:8]3[CH:17]=[CH:16][C:11]([C:12]([O:14][CH3:15])=[O:13])=[CH:10][CH:9]=3)[CH:7]=2)=[N:27][C:28]=1[O:29][CH3:30]. The catalyst class is: 62. (3) Reactant: [OH:1][CH2:2][CH2:3][N:4]1[CH2:9][CH2:8][NH:7][CH2:6][CH2:5]1.C=O.[C:12]([BH3-])#N.[Na+].O. Product: [CH3:12][N:7]1[CH2:8][CH2:9][N:4]([CH2:3][CH2:2][OH:1])[CH2:5][CH2:6]1. The catalyst class is: 1. (4) Reactant: FC(F)(F)C(O)=O.[Cl:8][C:9]1[N:10]=[CH:11][N:12]([C:14]2[CH:19]=[CH:18][C:17]([NH:20][C:21]3[N:38]=[C:24]4[CH:25]([C:31]5[CH:36]=[CH:35][C:34]([F:37])=[CH:33][CH:32]=5)[CH2:26][C:27](=O)[CH2:28][CH2:29][N:23]4[N:22]=3)=[CH:16][C:15]=2[O:39][CH3:40])[CH:13]=1.[CH3:41][NH:42][CH3:43].C([BH3-])#N.[Na+].C(O)(C(F)(F)F)=O. Product: [Cl:8][C:9]1[N:10]=[CH:11][N:12]([C:14]2[CH:19]=[CH:18][C:17]([NH:20][C:21]3[N:38]=[C:24]4[CH:25]([C:31]5[CH:32]=[CH:33][C:34]([F:37])=[CH:35][CH:36]=5)[CH2:26][CH:27]([N:42]([CH3:43])[CH3:41])[CH2:28][CH2:29][N:23]4[N:22]=3)=[CH:16][C:15]=2[O:39][CH3:40])[CH:13]=1. The catalyst class is: 8. (5) Reactant: [CH3:1][O:2][C:3](=[O:20])[C:4]1[CH:9]=[CH:8][C:7]([O:10][CH2:11][C:12]2[CH:17]=[CH:16][CH:15]=[CH:14][CH:13]=2)=[C:6]([O:18][CH3:19])[CH:5]=1.[N+:21]([O-])([OH:23])=[O:22].O. Product: [CH3:1][O:2][C:3](=[O:20])[C:4]1[CH:5]=[C:6]([O:18][CH3:19])[C:7]([O:10][CH2:11][C:12]2[CH:13]=[CH:14][CH:15]=[CH:16][CH:17]=2)=[CH:8][C:9]=1[N+:21]([O-:23])=[O:22]. The catalyst class is: 15. (6) Reactant: [CH2:1]([O:3][C:4](=[O:11])[CH2:5][CH2:6][CH2:7][CH2:8][CH2:9][OH:10])[CH3:2].C(N(CC)CC)C.[C:19](Cl)(=[O:22])[CH:20]=[CH2:21]. Product: [CH2:1]([O:3][C:4](=[O:11])[CH2:5][CH2:6][CH2:7][CH2:8][CH2:9][O:10][C:19](=[O:22])[CH:20]=[CH2:21])[CH3:2]. The catalyst class is: 2. (7) The catalyst class is: 4. Reactant: [C:1](Cl)(=[O:5])[CH2:2][CH2:3][CH3:4].[CH3:7][C:8]1[C:14]([OH:15])=[CH:13][CH:12]=[CH:11][C:9]=1[OH:10].[Cl-].[Cl-].[Cl-].[Al+3]. Product: [OH:10][C:9]1[C:8]([CH3:7])=[C:14]([OH:15])[CH:13]=[CH:12][C:11]=1[C:1](=[O:5])[CH2:2][CH2:3][CH3:4]. (8) The catalyst class is: 444. Reactant: [N:1]([C:4]1[CH:12]=[CH:11][C:7]([C:8]([OH:10])=O)=[CH:6][CH:5]=1)=[N+:2]=[N-:3].C1C=CC2N(O)N=NC=2C=1.[NH2:23][CH2:24][CH2:25][N:26]1[CH2:31][CH2:30][O:29][CH2:28][CH2:27]1.CCN=C=NCCCN(C)C. Product: [N:1]([C:4]1[CH:5]=[CH:6][C:7]([C:8]([NH:23][CH2:24][CH2:25][N:26]2[CH2:31][CH2:30][O:29][CH2:28][CH2:27]2)=[O:10])=[CH:11][CH:12]=1)=[N+:2]=[N-:3].